From a dataset of Catalyst prediction with 721,799 reactions and 888 catalyst types from USPTO. Predict which catalyst facilitates the given reaction. (1) Reactant: Br[C:2]1[CH:3]=[CH:4][C:5]2[S:9](=[O:11])(=[O:10])[N:8]([CH:12]3[CH2:17][CH2:16][N:15]([C:18]([O:20][C:21]([CH3:24])([CH3:23])[CH3:22])=[O:19])[CH2:14][CH2:13]3)[CH2:7][C:6]=2[CH:25]=1.[F:26][C:27]1[CH:35]=[C:34]2[C:30]([C:31](B3OC(C)(C)C(C)(C)O3)=[CH:32][N:33]2[C:36]([O:38][C:39]([CH3:42])([CH3:41])[CH3:40])=[O:37])=[CH:29][CH:28]=1.[O-]P([O-])([O-])=O.[K+].[K+].[K+].N#N. Product: [C:21]([O:20][C:18]([N:15]1[CH2:16][CH2:17][CH:12]([N:8]2[CH2:7][C:6]3[CH:25]=[C:2]([C:31]4[C:30]5[C:34](=[CH:35][C:27]([F:26])=[CH:28][CH:29]=5)[N:33]([C:36]([O:38][C:39]([CH3:42])([CH3:41])[CH3:40])=[O:37])[CH:32]=4)[CH:3]=[CH:4][C:5]=3[S:9]2(=[O:11])=[O:10])[CH2:13][CH2:14]1)=[O:19])([CH3:24])([CH3:23])[CH3:22]. The catalyst class is: 38. (2) Reactant: [CH3:1][C:2]1[CH:7]=[CH:6][C:5]([CH3:8])=[CH:4][C:3]=1[N:9]1[CH2:14][CH2:13][N:12]([C:15]([CH:17]2[CH2:21][N:20](S(C3C=CC(C)=CC=3)(=O)=O)[C:19](=[O:32])[N:18]2[C:33]2[CH:38]=[CH:37][CH:36]=[CH:35][CH:34]=2)=[O:16])[CH2:11][CH2:10]1.[Mg]. Product: [CH3:1][C:2]1[CH:7]=[CH:6][C:5]([CH3:8])=[CH:4][C:3]=1[N:9]1[CH2:14][CH2:13][N:12]([C:15]([CH:17]2[N:18]([C:33]3[CH:34]=[CH:35][CH:36]=[CH:37][CH:38]=3)[C:19](=[O:32])[NH:20][CH2:21]2)=[O:16])[CH2:11][CH2:10]1. The catalyst class is: 5. (3) Reactant: [C:1]1([C@H:7]([O:33]C(=O)C)[C:8](=[O:32])[N:9]([C:22]2[CH:23]=[N:24][C:25]3[C:30]([CH:31]=2)=[CH:29][CH:28]=[CH:27][CH:26]=3)[CH2:10][CH2:11][C:12]2[CH:17]=[CH:16][C:15]([C:18]([F:21])([F:20])[F:19])=[CH:14][CH:13]=2)[CH:6]=[CH:5][CH:4]=[CH:3][CH:2]=1.O.[OH-].[Li+]. Product: [OH:33][C@@H:7]([C:1]1[CH:6]=[CH:5][CH:4]=[CH:3][CH:2]=1)[C:8]([N:9]([C:22]1[CH:23]=[N:24][C:25]2[C:30]([CH:31]=1)=[CH:29][CH:28]=[CH:27][CH:26]=2)[CH2:10][CH2:11][C:12]1[CH:17]=[CH:16][C:15]([C:18]([F:19])([F:20])[F:21])=[CH:14][CH:13]=1)=[O:32]. The catalyst class is: 30. (4) Reactant: [H-].[Na+].[NH:3]1[CH2:7][CH2:6][CH2:5][C:4]1=[O:8].Br[CH2:10][C:11]1[CH:16]=[CH:15][CH:14]=[C:13]([O:17][C:18]2[CH:23]=[CH:22][CH:21]=[CH:20][CH:19]=2)[CH:12]=1. Product: [O:17]([C:13]1[CH:14]=[CH:15][CH2:16][CH:11]([CH2:10][N:3]2[CH2:7][CH2:6][CH2:5][C:4]2=[O:8])[CH:12]=1)[C:18]1[CH:23]=[CH:22][CH:21]=[CH:20][CH:19]=1. The catalyst class is: 3. (5) Product: [Br:12][CH2:1][C:2]1[CH:3]=[N:4][C:5]2[C:10]([CH:11]=1)=[CH:9][CH:8]=[CH:7][CH:6]=2. Reactant: [CH3:1][C:2]1[CH:3]=[N:4][C:5]2[C:10]([CH:11]=1)=[CH:9][CH:8]=[CH:7][CH:6]=2.[Br:12]N1C(=O)CCC1=O.N(C(C)(C)C#N)=NC(C)(C)C#N. The catalyst class is: 53.